From a dataset of Catalyst prediction with 721,799 reactions and 888 catalyst types from USPTO. Predict which catalyst facilitates the given reaction. (1) Reactant: [H-].[Al+3].[Li+].[H-].[H-].[H-].[Cl:7][C:8]1[CH:13]=[CH:12][CH:11]=[C:10]([F:14])[C:9]=1/[CH:15]=[CH:16]/[C:17](OCC)=[O:18]. Product: [Cl:7][C:8]1[CH:13]=[CH:12][CH:11]=[C:10]([F:14])[C:9]=1[CH2:15][CH2:16][CH2:17][OH:18]. The catalyst class is: 7. (2) The catalyst class is: 110. Product: [CH3:54][C:55]1[N:60]=[C:59]([C:2]2[C:7]([C:8]3[C:17]4[C:12](=[CH:13][CH:14]=[CH:15][CH:16]=4)[NH:11][C:10](=[O:18])[CH:9]=3)=[CH:6][CH:5]=[CH:4][N:3]=2)[CH:58]=[CH:57][CH:56]=1. Reactant: Cl[C:2]1[C:7]([C:8]2[C:17]3[C:12](=[CH:13][CH:14]=[CH:15][CH:16]=3)[NH:11][C:10](=[O:18])[CH:9]=2)=[CH:6][CH:5]=[CH:4][N:3]=1.C1(P(C2CCCCC2)C2C=CC=CC=2C2C(C(C)C)=CC(C(C)C)=CC=2C(C)C)CCCCC1.[Br-].[CH3:54][C:55]1[N:60]=[C:59]([Zn+])[CH:58]=[CH:57][CH:56]=1. (3) Reactant: [CH2:1]([C:3]1[CH:8]=[CH:7][CH:6]=[CH:5][C:4]=1[NH:9][C:10]([N:12]1[CH2:17][CH2:16][N:15]([C:18]([O:20][C:21]([CH3:24])([CH3:23])[CH3:22])=[O:19])[CH2:14][CH:13]1[CH2:25]O)=[O:11])[CH3:2].C1CCN2C(=NCCC2)CC1.CS(Cl)(=O)=O.O. Product: [CH2:1]([C:3]1[CH:8]=[CH:7][CH:6]=[CH:5][C:4]=1[N:9]1[CH2:25][CH:13]2[CH2:14][N:15]([C:18]([O:20][C:21]([CH3:23])([CH3:22])[CH3:24])=[O:19])[CH2:16][CH2:17][N:12]2[C:10]1=[O:11])[CH3:2]. The catalyst class is: 4. (4) Reactant: [Cl:1][C:2]1[C:7]([OH:8])=[CH:6][CH:5]=[CH:4][N:3]=1.IC.[C:11]([O-])([O-])=O.[K+].[K+].CN(C=O)C. Product: [Cl:1][C:2]1[C:7]([O:8][CH3:11])=[CH:6][CH:5]=[CH:4][N:3]=1. The catalyst class is: 6.